This data is from Reaction yield outcomes from USPTO patents with 853,638 reactions. The task is: Predict the reaction yield, written as a fraction of the theoretical maximum amount of product (1.0 means a 100% yield; for example, 0.34 means a 34% yield). (1) The reactants are [Na].Cl[CH2:3][CH2:4][CH2:5][S:6]([NH:9][C:10]1[N:14]=[C:13]([C@H:15]([CH2:24][CH2:25][CH2:26][CH:27]2[CH2:32][CH2:31][CH2:30][CH2:29][CH2:28]2)[CH2:16][C:17]([O:19]C(C)(C)C)=[O:18])[O:12][N:11]=1)(=[O:8])=[O:7]. The catalyst is CO. The product is [CH:27]1([CH2:26][CH2:25][CH2:24][C@@H:15]([C:13]2[O:12][N:11]=[C:10]([N:9]3[CH2:3][CH2:4][CH2:5][S:6]3(=[O:8])=[O:7])[N:14]=2)[CH2:16][C:17]([OH:19])=[O:18])[CH2:32][CH2:31][CH2:30][CH2:29][CH2:28]1. The yield is 0.980. (2) The reactants are [Cl:1][C:2]1[CH:8]=[C:7]([O:9][C:10]2[C:19]3[C:14](=[CH:15][C:16]([O:22][CH3:23])=[C:17]([O:20][CH3:21])[CH:18]=3)[N:13]=[CH:12][N:11]=2)[CH:6]=[CH:5][C:3]=1[NH2:4].[C:24]1(C)C=CC=CC=1.C(N([CH2:36][CH3:37])CC)C.ClC(Cl)(O[C:42](=[O:48])[O:43][C:44](Cl)(Cl)Cl)Cl.COC1C=[C:54]([CH:57]=[C:58]([O:60][CH3:61])C=1)[CH2:55][OH:56]. The catalyst is C(Cl)Cl. The product is [Cl:1][C:2]1[CH:8]=[C:7]([O:9][C:10]2[C:19]3[C:14](=[CH:15][C:16]([O:22][CH3:23])=[C:17]([O:20][CH3:21])[CH:18]=3)[N:13]=[CH:12][N:11]=2)[CH:6]=[CH:5][C:3]=1[NH:4][C:42](=[O:48])[O:43][CH2:44][C:37]1[CH:36]=[C:58]([O:60][CH3:61])[CH:57]=[CH:54][C:55]=1[O:56][CH3:24]. The yield is 0.460. (3) The reactants are [CH3:1][C:2]1[C:10]2[C:9](=[O:11])[NH:8][C:7]([CH2:12][N:13]3[CH2:18][CH2:17][CH2:16][CH2:15][CH2:14]3)=[N:6][C:5]=2[S:4][C:3]=1[C:19]([O:21]CC)=[O:20].Cl. The catalyst is [OH-].[Na+]. The product is [CH3:1][C:2]1[C:10]2[C:9](=[O:11])[NH:8][C:7]([CH2:12][N:13]3[CH2:14][CH2:15][CH2:16][CH2:17][CH2:18]3)=[N:6][C:5]=2[S:4][C:3]=1[C:19]([OH:21])=[O:20]. The yield is 0.920. (4) The reactants are C1(C)C=CC=CC=1.[F:8][C:9]([F:20])([F:19])[C:10]([C:12]1[CH:17]=[CH:16][C:15]([F:18])=[CH:14][CH:13]=1)=[O:11].[B]1OC2C(=CC=CC=2)O1.Cl. The product is [F:20][C:9]([F:8])([F:19])[C@@H:10]([C:12]1[CH:13]=[CH:14][C:15]([F:18])=[CH:16][CH:17]=1)[OH:11]. The catalyst is C(OCC)(=O)C.ClCCl. The yield is 0.870.